This data is from Forward reaction prediction with 1.9M reactions from USPTO patents (1976-2016). The task is: Predict the product of the given reaction. (1) Given the reactants [OH:1][CH:2]([CH2:34][OH:35])[CH2:3][O:4][C:5]1[CH:6]=[C:7]([CH:31]=[CH:32][CH:33]=1)[C:8]([N:10]1[CH2:15][CH2:14][CH:13]([C:16]2[CH:17]=[C:18]([CH:28]=[CH:29][CH:30]=2)[CH2:19][NH:20][C:21](=[O:27])[O:22][C:23]([CH3:26])([CH3:25])[CH3:24])[CH2:12][CH2:11]1)=[O:9].N1C(C)=CC=CC=1C.[Si:44](OS(C(F)(F)F)(=O)=O)([C:47]([CH3:50])([CH3:49])[CH3:48])([CH3:46])[CH3:45].C(OCC)(=O)C, predict the reaction product. The product is: [Si:44]([O:35][CH2:34][CH:2]([OH:1])[CH2:3][O:4][C:5]1[CH:6]=[C:7]([CH:31]=[CH:32][CH:33]=1)[C:8]([N:10]1[CH2:11][CH2:12][CH:13]([C:16]2[CH:17]=[C:18]([CH:28]=[CH:29][CH:30]=2)[CH2:19][NH:20][C:21](=[O:27])[O:22][C:23]([CH3:24])([CH3:25])[CH3:26])[CH2:14][CH2:15]1)=[O:9])([C:47]([CH3:50])([CH3:49])[CH3:48])([CH3:46])[CH3:45]. (2) Given the reactants Br[C:2]1[CH:7]=[CH:6][C:5]([C:8]2[O:12][C:11]([CH3:13])=[N:10][C:9]=2[C:14]2[CH:19]=[CH:18][C:17]([S:20]([NH2:23])(=[O:22])=[O:21])=[C:16]([F:24])[CH:15]=2)=[CH:4][CH:3]=1.C([Sn](CCCC)(CCCC)[C:30]1[N:31]=[C:32]([Si:35]([CH3:38])([CH3:37])[CH3:36])[S:33][CH:34]=1)CCC, predict the reaction product. The product is: [F:24][C:16]1[CH:15]=[C:14]([C:9]2[N:10]=[C:11]([CH3:13])[O:12][C:8]=2[C:5]2[CH:6]=[CH:7][C:2]([C:30]3[N:31]=[C:32]([Si:35]([CH3:38])([CH3:37])[CH3:36])[S:33][CH:34]=3)=[CH:3][CH:4]=2)[CH:19]=[CH:18][C:17]=1[S:20]([NH2:23])(=[O:22])=[O:21]. (3) Given the reactants [C:1]1([C:7]2[CH:14]=[CH:13]C(C#N)=[CH:9][C:8]=2[CH2:15][CH3:16])[CH2:6][CH2:5][CH2:4][CH2:3][CH:2]=1.[OH-:17].[K+].[CH2:19]([OH:21])[CH3:20], predict the reaction product. The product is: [C:1]1([C:7]2[CH:14]=[CH:13][C:20]([C:19]([OH:17])=[O:21])=[CH:9][C:8]=2[CH2:15][CH3:16])[CH2:6][CH2:5][CH2:4][CH2:3][CH:2]=1. (4) Given the reactants [NH2:1][CH:2]([CH2:24][C:25]1[CH:30]=[CH:29][C:28]([O:31][C:32]([CH3:35])([CH3:34])[CH3:33])=[CH:27][CH:26]=1)[C:3]([N:5]([CH2:16][CH:17]([O:21][CH2:22][CH3:23])[O:18][CH2:19][CH3:20])[CH2:6][C:7]1[CH:8]=[CH:9][CH:10]=[C:11]2[C:15]=1[NH:14][N:13]=[CH:12]2)=[O:4].[CH2:36]([NH:43][C:44](=[O:54])[NH:45][C@H:46]([CH2:51][CH:52]=[CH2:53])[CH2:47][C:48](O)=[O:49])[C:37]1[CH:42]=[CH:41][CH:40]=[CH:39][CH:38]=1.CCN=C=NCCCN(C)C.C1C=CC2N(O)N=NC=2C=1.CCN(C(C)C)C(C)C, predict the reaction product. The product is: [C:32]([O:31][C:28]1[CH:29]=[CH:30][C:25]([CH2:24][CH:2]([NH:1][C:48](=[O:49])[CH2:47][CH:46]([NH:45][C:44]([NH:43][CH2:36][C:37]2[CH:42]=[CH:41][CH:40]=[CH:39][CH:38]=2)=[O:54])[CH2:51][CH:52]=[CH2:53])[C:3](=[O:4])[N:5]([CH2:16][CH:17]([O:21][CH2:22][CH3:23])[O:18][CH2:19][CH3:20])[CH2:6][C:7]2[CH:8]=[CH:9][CH:10]=[C:11]3[C:15]=2[NH:14][N:13]=[CH:12]3)=[CH:26][CH:27]=1)([CH3:33])([CH3:35])[CH3:34]. (5) Given the reactants [OH:1][C:2]1[CH:17]=[CH:16][C:5]([CH2:6][CH2:7][NH:8][C:9](=[O:15])[O:10][C:11]([CH3:14])([CH3:13])[CH3:12])=[CH:4][CH:3]=1.[Cl:18][C:19]1[CH:24]=[C:23]([N+:25]([O-:27])=[O:26])[CH:22]=[C:21]([Cl:28])[C:20]=1F.C(=O)([O-])[O-].[K+].[K+], predict the reaction product. The product is: [Cl:18][C:19]1[CH:24]=[C:23]([N+:25]([O-:27])=[O:26])[CH:22]=[C:21]([Cl:28])[C:20]=1[O:1][C:2]1[CH:17]=[CH:16][C:5]([CH2:6][CH2:7][NH:8][C:9](=[O:15])[O:10][C:11]([CH3:14])([CH3:12])[CH3:13])=[CH:4][CH:3]=1. (6) Given the reactants [F:1][C:2]1[CH:3]=[CH:4][C:5]([OH:18])=[C:6]([C:8](=[O:17])[CH2:9][C:10]2[CH:15]=[CH:14][CH:13]=[C:12]([F:16])[CH:11]=2)[CH:7]=1.[C:19](OC(=O)CC)(=O)[CH2:20][CH3:21].Cl, predict the reaction product. The product is: [CH2:20]([C:21]1[O:18][C:5]2[C:6]([C:8](=[O:17])[C:9]=1[C:10]1[CH:15]=[CH:14][CH:13]=[C:12]([F:16])[CH:11]=1)=[CH:7][C:2]([F:1])=[CH:3][CH:4]=2)[CH3:19]. (7) Given the reactants C(O[C:4]([C:6]1[C:14]2[C:9](=[CH:10][C:11]([C:15]#[N:16])=[CH:12][CH:13]=2)[NH:8][C:7]=1[NH2:17])=[O:5])C.[CH:18]([O-])=O.[NH4+:21], predict the reaction product. The product is: [OH:5][C:4]1[C:6]2[C:14]3[C:9](=[CH:10][C:11]([C:15]#[N:16])=[CH:12][CH:13]=3)[NH:8][C:7]=2[N:17]=[CH:18][N:21]=1. (8) Given the reactants Br[C:2]1[N:7]=[C:6]([NH:8][CH2:9][C:10]2([F:16])[CH2:15][CH2:14][O:13][CH2:12][CH2:11]2)[CH:5]=[CH:4][CH:3]=1.[Cl:17][C:18]1[C:19](B(O)O)=[CH:20][C:21]([F:24])=[N:22][CH:23]=1.C(=O)([O-])[O-].[Na+].[Na+], predict the reaction product. The product is: [Cl:17][C:18]1[C:19]([C:2]2[CH:3]=[CH:4][CH:5]=[C:6]([NH:8][CH2:9][C:10]3([F:16])[CH2:15][CH2:14][O:13][CH2:12][CH2:11]3)[N:7]=2)=[CH:20][C:21]([F:24])=[N:22][CH:23]=1.